Dataset: Catalyst prediction with 721,799 reactions and 888 catalyst types from USPTO. Task: Predict which catalyst facilitates the given reaction. (1) Reactant: [CH2:1]([N:5]1[C:17]2[C:16]3[CH:15]=[CH:14][CH:13]=[CH:12][C:11]=3[N+:10]([O-])=[CH:9][C:8]=2[N:7]=[CH:6]1)[CH:2]([CH3:4])[CH3:3].[OH-].[NH4+:20].ClC(OCC)=O. Product: [CH3:3][CH:2]([CH2:1][N:5]1[C:17]2[C:16]3[CH:15]=[CH:14][CH:13]=[CH:12][C:11]=3[N:10]=[C:9]([NH2:20])[C:8]=2[N:7]=[CH:6]1)[CH3:4]. The catalyst class is: 4. (2) Reactant: [CH3:1][C:2]1[S:3][C:4]([C:8]2[CH:23]=[CH:22][C:11]([CH2:12][NH:13][C:14]([C@@H:16]3[CH2:20][C@@H:19]([OH:21])[CH2:18][NH:17]3)=[O:15])=[CH:10][CH:9]=2)=[C:5]([CH3:7])[N:6]=1.[CH3:24][C:25]1[CH:29]=[C:28]([CH2:30][C:31](O)=[O:32])[O:27][N:26]=1.CCN(C(C)C)C(C)C.CN(C(ON1N=NC2C=CC=NC1=2)=[N+](C)C)C.F[P-](F)(F)(F)(F)F. Product: [CH3:1][C:2]1[S:3][C:4]([C:8]2[CH:9]=[CH:10][C:11]([CH2:12][NH:13][C:14]([C@@H:16]3[CH2:20][C@@H:19]([OH:21])[CH2:18][N:17]3[C:31](=[O:32])[CH2:30][C:28]3[O:27][N:26]=[C:25]([CH3:24])[CH:29]=3)=[O:15])=[CH:22][CH:23]=2)=[C:5]([CH3:7])[N:6]=1. The catalyst class is: 3. (3) Reactant: [CH3:1][N:2]([CH3:29])[CH2:3][CH2:4][CH2:5][C:6]#[C:7][C:8]1[CH:13]=[CH:12][C:11]([N:14]([CH3:28])[S:15]([C:18]2[CH:23]=[CH:22][C:21]([C:24]([F:27])([F:26])[F:25])=[CH:20][CH:19]=2)(=[O:17])=[O:16])=[CH:10][CH:9]=1.CC(O)=O. Product: [CH3:29][N:2]([CH3:1])[CH2:3][CH2:4][CH2:5][CH2:6][CH2:7][C:8]1[CH:9]=[CH:10][C:11]([N:14]([CH3:28])[S:15]([C:18]2[CH:19]=[CH:20][C:21]([C:24]([F:26])([F:27])[F:25])=[CH:22][CH:23]=2)(=[O:17])=[O:16])=[CH:12][CH:13]=1. The catalyst class is: 19. (4) Reactant: [NH2:1][CH2:2][C:3]1([OH:7])[CH2:6][CH2:5][CH2:4]1.C(N(CC)CC)C.Cl[C:16]1[C:25]2[C:20](=[CH:21][CH:22]=[CH:23][CH:24]=2)[N:19]=[CH:18][C:17]=1[N+:26]([O-:28])=[O:27]. Product: [N+:26]([C:17]1[CH:18]=[N:19][C:20]2[C:25]([C:16]=1[NH:1][CH2:2][C:3]1([OH:7])[CH2:6][CH2:5][CH2:4]1)=[CH:24][CH:23]=[CH:22][CH:21]=2)([O-:28])=[O:27]. The catalyst class is: 4. (5) Reactant: [N:1]1[C:10]2[C:5](=[CH:6][CH:7]=[CH:8][CH:9]=2)[N:4]=[CH:3][CH:2]=1.[Cl-].[K+].S([O-])([O-])(=O)=O.[K+].[K+].[Fe-4:20]([C:31]#[N:32])([C:29]#[N:30])([C:27]#[N:28])([C:25]#[N:26])([C:23]#[N:24])[C:21]#[N:22].[K+].[K+].[K+].[K+]. Product: [N:1]1[C:10]2[C:5](=[CH:6][CH:7]=[CH:8][CH:9]=2)[N:4]=[CH:3][CH:2]=1.[Fe-4:20]([C:29]#[N:30])([C:25]#[N:26])([C:21]#[N:22])([C:23]#[N:24])([C:27]#[N:28])[C:31]#[N:32]. The catalyst class is: 500. (6) Reactant: Cl[C:2]1[C:3]2[S:23](=[O:24])[CH2:22][CH2:21][C:4]=2[N:5]=[C:6]([N:8]2[CH2:13][CH2:12][N:11]([C:14]3[CH:19]=[CH:18][C:17]([Cl:20])=[CH:16][CH:15]=3)[CH2:10][CH2:9]2)[N:7]=1.[NH2:25][CH2:26][C:27]1[CH:28]=[C:29]([OH:33])[N:30]([CH3:32])[N:31]=1.C(N(C(C)C)CC)(C)C.O. Product: [Cl:20][C:17]1[CH:18]=[CH:19][C:14]([N:11]2[CH2:12][CH2:13][N:8]([C:6]3[N:7]=[C:2]([NH:25][CH2:26][C:27]4[CH:28]=[C:29]([OH:33])[N:30]([CH3:32])[N:31]=4)[C:3]4[S:23](=[O:24])[CH2:22][CH2:21][C:4]=4[N:5]=3)[CH2:9][CH2:10]2)=[CH:15][CH:16]=1. The catalyst class is: 12. (7) Reactant: C(=O)([O-])[O-].[K+].[K+].[CH3:7][C:8]([Si:11]([CH3:33])([CH3:32])[O:12][CH2:13][C@@H:14]([O:16][C:17]1[CH:18]=[C:19]([CH:28]=[C:29]([OH:31])[CH:30]=1)[C:20]([NH:22][C:23]1[S:24][CH:25]=[CH:26][N:27]=1)=[O:21])[CH3:15])([CH3:10])[CH3:9].[N:34]1([C:38]([C:40]2[CH:41]=[CH:42][C:43](Cl)=[N:44][CH:45]=2)=[O:39])[CH2:37][CH2:36][CH2:35]1. The catalyst class is: 10. Product: [N:34]1([C:38]([C:40]2[CH:41]=[CH:42][C:43]([O:31][C:29]3[CH:28]=[C:19]([CH:18]=[C:17]([O:16][C@@H:14]([CH3:15])[CH2:13][O:12][Si:11]([C:8]([CH3:9])([CH3:10])[CH3:7])([CH3:33])[CH3:32])[CH:30]=3)[C:20]([NH:22][C:23]3[S:24][CH:25]=[CH:26][N:27]=3)=[O:21])=[N:44][CH:45]=2)=[O:39])[CH2:37][CH2:36][CH2:35]1. (8) Reactant: Cl[C:2]1[C:11]2[C:6](=[CH:7][CH:8]=[CH:9][CH:10]=2)[N:5]=[CH:4][C:3]=1[N+:12]([O-:14])=[O:13].[Si:15]([O:22][C:23]1([CH2:29][CH2:30][CH2:31][NH2:32])[CH2:28][CH2:27][CH2:26][CH2:25][CH2:24]1)([C:18]([CH3:21])([CH3:20])[CH3:19])([CH3:17])[CH3:16].C(N(CC)CC)C. Product: [Si:15]([O:22][C:23]1([CH2:29][CH2:30][CH2:31][NH:32][C:2]2[C:11]3[C:6](=[CH:7][CH:8]=[CH:9][CH:10]=3)[N:5]=[CH:4][C:3]=2[N+:12]([O-:14])=[O:13])[CH2:28][CH2:27][CH2:26][CH2:25][CH2:24]1)([C:18]([CH3:21])([CH3:20])[CH3:19])([CH3:17])[CH3:16]. The catalyst class is: 4.